From a dataset of NCI-60 drug combinations with 297,098 pairs across 59 cell lines. Regression. Given two drug SMILES strings and cell line genomic features, predict the synergy score measuring deviation from expected non-interaction effect. (1) Drug 1: C1=C(C(=O)NC(=O)N1)N(CCCl)CCCl. Drug 2: C1C(C(OC1N2C=NC(=NC2=O)N)CO)O. Cell line: HOP-62. Synergy scores: CSS=36.0, Synergy_ZIP=3.25, Synergy_Bliss=7.38, Synergy_Loewe=-0.590, Synergy_HSA=6.50. (2) Drug 1: C1CCC(C1)C(CC#N)N2C=C(C=N2)C3=C4C=CNC4=NC=N3. Drug 2: COC1=NC(=NC2=C1N=CN2C3C(C(C(O3)CO)O)O)N. Cell line: RXF 393. Synergy scores: CSS=2.84, Synergy_ZIP=-1.70, Synergy_Bliss=-0.160, Synergy_Loewe=-3.03, Synergy_HSA=-0.707. (3) Drug 1: CC1CCC2CC(C(=CC=CC=CC(CC(C(=O)C(C(C(=CC(C(=O)CC(OC(=O)C3CCCCN3C(=O)C(=O)C1(O2)O)C(C)CC4CCC(C(C4)OC)OCCO)C)C)O)OC)C)C)C)OC. Drug 2: C1=NC2=C(N1)C(=S)N=CN2. Cell line: NCIH23. Synergy scores: CSS=36.5, Synergy_ZIP=-8.85, Synergy_Bliss=-3.83, Synergy_Loewe=0.841, Synergy_HSA=0.0488. (4) Drug 1: CN1CCC(CC1)COC2=C(C=C3C(=C2)N=CN=C3NC4=C(C=C(C=C4)Br)F)OC. Drug 2: C(CN)CNCCSP(=O)(O)O. Cell line: OVCAR-4. Synergy scores: CSS=12.9, Synergy_ZIP=-2.31, Synergy_Bliss=-1.34, Synergy_Loewe=-9.01, Synergy_HSA=-1.77. (5) Drug 1: C1C(C(OC1N2C=C(C(=O)NC2=O)F)CO)O. Drug 2: COC1=NC(=NC2=C1N=CN2C3C(C(C(O3)CO)O)O)N. Cell line: PC-3. Synergy scores: CSS=4.87, Synergy_ZIP=-4.00, Synergy_Bliss=-1.41, Synergy_Loewe=-12.0, Synergy_HSA=-1.55. (6) Drug 1: CC1OCC2C(O1)C(C(C(O2)OC3C4COC(=O)C4C(C5=CC6=C(C=C35)OCO6)C7=CC(=C(C(=C7)OC)O)OC)O)O. Drug 2: C1=CC(=CC=C1C#N)C(C2=CC=C(C=C2)C#N)N3C=NC=N3. Cell line: SK-OV-3. Synergy scores: CSS=2.80, Synergy_ZIP=-5.46, Synergy_Bliss=-2.84, Synergy_Loewe=-9.80, Synergy_HSA=-2.54. (7) Drug 1: COC1=CC(=CC(=C1O)OC)C2C3C(COC3=O)C(C4=CC5=C(C=C24)OCO5)OC6C(C(C7C(O6)COC(O7)C8=CC=CS8)O)O. Drug 2: CC1=C(C(=O)C2=C(C1=O)N3CC4C(C3(C2COC(=O)N)OC)N4)N. Cell line: HT29. Synergy scores: CSS=56.9, Synergy_ZIP=4.68, Synergy_Bliss=4.91, Synergy_Loewe=7.85, Synergy_HSA=10.1.